Dataset: Merck oncology drug combination screen with 23,052 pairs across 39 cell lines. Task: Regression. Given two drug SMILES strings and cell line genomic features, predict the synergy score measuring deviation from expected non-interaction effect. Drug 1: O=P1(N(CCCl)CCCl)NCCCO1. Drug 2: Cn1c(=O)n(-c2ccc(C(C)(C)C#N)cc2)c2c3cc(-c4cnc5ccccc5c4)ccc3ncc21. Cell line: HT144. Synergy scores: synergy=4.18.